Predict the product of the given reaction. From a dataset of Forward reaction prediction with 1.9M reactions from USPTO patents (1976-2016). Given the reactants Br[CH2:2][C:3]([O:5][CH2:6][CH3:7])=[O:4].C(N(CC)C(C)C)(C)C.[CH2:17]([NH2:24])[C:18]1[CH:23]=[CH:22][CH:21]=[CH:20][CH:19]=1.ClCCl, predict the reaction product. The product is: [CH2:6]([O:5][C:3](=[O:4])[CH2:2][NH:24][CH2:17][C:18]1[CH:23]=[CH:22][CH:21]=[CH:20][CH:19]=1)[CH3:7].